This data is from Catalyst prediction with 721,799 reactions and 888 catalyst types from USPTO. The task is: Predict which catalyst facilitates the given reaction. (1) Reactant: [CH3:1][C:2]1([C:8]([OH:10])=O)[CH2:7][CH2:6][CH2:5][CH2:4][CH2:3]1.[S:11]1[CH:15]=[CH:14][CH:13]=[C:12]1[CH2:16][NH2:17].C(N(CC)CC)C.CCN=C=NCCCN(C)C. Product: [S:11]1[CH:15]=[CH:14][CH:13]=[C:12]1[CH2:16][NH:17][C:8]([C:2]1([CH3:1])[CH2:3][CH2:4][CH2:5][CH2:6][CH2:7]1)=[O:10]. The catalyst class is: 64. (2) Reactant: [C:1]([NH:5][C:6]([NH:8][C:9]1[C:10]([CH3:30])=[C:11]([CH:28]=[O:29])[C:12]2[O:16][CH2:15][C@H:14]([C:17]3[CH:22]=[CH:21][C:20]([CH:23]([CH3:25])[CH3:24])=[CH:19][CH:18]=3)[C:13]=2[C:26]=1[CH3:27])=[O:7])([CH3:4])([CH3:3])[CH3:2].C(OCC)(=O)C.CCCCCC. Product: [C:1]([NH:5][C:6]([NH:8][C:9]1[C:10]([CH3:30])=[C:11]([CH2:28][OH:29])[C:12]2[O:16][CH2:15][C@H:14]([C:17]3[CH:18]=[CH:19][C:20]([CH:23]([CH3:25])[CH3:24])=[CH:21][CH:22]=3)[C:13]=2[C:26]=1[CH3:27])=[O:7])([CH3:3])([CH3:2])[CH3:4]. The catalyst class is: 22. (3) Product: [C:16]([O:19][C:20]([NH:1][CH2:2][CH2:3][CH2:4][C:5]([OH:7])=[O:6])=[O:21])([CH3:18])([CH3:17])[CH3:15]. Reactant: [NH2:1][CH2:2][CH2:3][CH2:4][C:5]([OH:7])=[O:6].C(N(CC)CC)C.[CH3:15][C:16]([O:19][C:20](ON=C(C1C=CC=CC=1)C#N)=[O:21])([CH3:18])[CH3:17]. The catalyst class is: 12. (4) Reactant: F[B-](F)(F)F.C([O+:8]([CH2:11][CH3:12])[CH2:9][CH3:10])C.[CH:13]1([N:18]2[C:22]3[C:23](=O)[NH:24]CC[C:21]=3[C:20]([CH2:28][CH3:29])=[N:19]2)[CH2:17][CH2:16][CH2:15][CH2:14]1. Product: [CH:13]1([N:18]2[C:12]3[C:11]([O:8][CH2:9][CH3:10])=[N:24][CH2:23][CH2:22][C:21]=3[C:20]([CH2:28][CH3:29])=[N:19]2)[CH2:14][CH2:15][CH2:16][CH2:17]1. The catalyst class is: 2. (5) Reactant: [H-].[H-].[H-].[H-].[Li+].[Al+3].[F:7][C:8]1[CH:23]=[CH:22][CH:21]=[CH:20][C:9]=1[CH2:10][O:11][C:12]1[CH:19]=[CH:18][C:15]([C:16]#[N:17])=[CH:14][CH:13]=1.O.[OH-].[Na+]. Product: [F:7][C:8]1[CH:23]=[CH:22][CH:21]=[CH:20][C:9]=1[CH2:10][O:11][C:12]1[CH:19]=[CH:18][C:15]([CH2:16][NH2:17])=[CH:14][CH:13]=1. The catalyst class is: 1. (6) Reactant: [NH2:1][C:2]1[CH:12]=[CH:11][C:5]([C:6]([NH:8][CH2:9][CH3:10])=[O:7])=[CH:4][C:3]=1[O:13][CH2:14][CH3:15].N([O-])=O.[Na+].[N-:20]=[N+:21]=[N-].[Na+]. Product: [N:1]([C:2]1[CH:12]=[CH:11][C:5]([C:6]([NH:8][CH2:9][CH3:10])=[O:7])=[CH:4][C:3]=1[O:13][CH2:14][CH3:15])=[N+:20]=[N-:21]. The catalyst class is: 33. (7) Reactant: CCOC(/N=N/C(OCC)=O)=O.[Cl:13][C:14]1[CH:15]=[C:16]([NH:21][C:22]([C@@H:24]2[CH2:29][CH2:28][C@@H:27]([CH3:30])[N:26]([C:31](=[O:44])[C:32]3[CH:37]=[CH:36][C:35]([F:38])=[CH:34][C:33]=3[N:39]3[N:43]=[CH:42][CH:41]=[N:40]3)[CH2:25]2)=[O:23])[C:17](O)=[N:18][CH:19]=1.C1C=CC(P(C2C=CC=CC=2)C2C=CC=CC=2)=CC=1. Product: [Cl:13][C:14]1[CH:15]=[C:16]2[N:21]=[C:22]([C@H:24]3[CH2:25][N:26]([C:31]([C:32]4[CH:37]=[CH:36][C:35]([F:38])=[CH:34][C:33]=4[N:39]4[N:43]=[CH:42][CH:41]=[N:40]4)=[O:44])[C@H:27]([CH3:30])[CH2:28][CH2:29]3)[O:23][C:17]2=[N:18][CH:19]=1. The catalyst class is: 1. (8) Reactant: [C:1]([O-])([O-:3])=[O:2].[K+].[K+].F[B-](F)(F)F.F[B-](F)(F)F.C1(P(C2CCCCC2)CCCP(C2CCCCC2)C2CCCCC2)CCCCC1.[C:46]([O:50][C:51]([N:53]1[CH2:61][C:60]2[C:55](=[CH:56][CH:57]=[C:58](Cl)[CH:59]=2)[CH:54]1[CH:63]([CH3:65])[CH3:64])=[O:52])([CH3:49])([CH3:48])[CH3:47].C(O)CCC. Product: [C:46]([O:50][C:51]([N:53]1[CH2:61][C:60]2[C:55](=[CH:56][CH:57]=[C:58]([C:1]([OH:3])=[O:2])[CH:59]=2)[CH:54]1[CH:63]([CH3:65])[CH3:64])=[O:52])([CH3:49])([CH3:48])[CH3:47]. The catalyst class is: 416. (9) Reactant: C[Si]([N-][Si](C)(C)C)(C)C.[Na+].C([O:14][P:15]([CH2:21][P:22]([CH2:27][CH2:28][CH2:29][CH2:30][CH2:31][CH2:32][CH2:33][CH2:34][CH2:35][CH:36]=[CH2:37])([O:24][CH2:25][CH3:26])=[O:23])(=[O:20])[O:16]C(C)C)(C)C.C1C=CC(S(N(S(C2C=CC=CC=2)(=O)=O)[F:48])(=O)=O)=CC=1.[Cl-].[NH4+]. Product: [F:48][O:14][P:15]([CH2:21][P:22]([CH2:27][CH2:28][CH2:29][CH2:30][CH2:31][CH2:32][CH2:33][CH2:34][CH2:35][CH:36]=[CH2:37])([O:24][CH2:25][CH3:26])=[O:23])(=[O:20])[OH:16]. The catalyst class is: 30. (10) Reactant: [CH:1]([NH:4][CH2:5][C:6]([O:8][CH3:9])=[O:7])([CH3:3])[CH3:2].[F:10][C:11]1[CH:16]=[CH:15][C:14]([S:17](Cl)(=[O:19])=[O:18])=[CH:13][CH:12]=1.CCN(C(C)C)C(C)C. Product: [F:10][C:11]1[CH:16]=[CH:15][C:14]([S:17]([N:4]([CH2:5][C:6]([O:8][CH3:9])=[O:7])[CH:1]([CH3:3])[CH3:2])(=[O:19])=[O:18])=[CH:13][CH:12]=1. The catalyst class is: 79.